Dataset: Full USPTO retrosynthesis dataset with 1.9M reactions from patents (1976-2016). Task: Predict the reactants needed to synthesize the given product. (1) The reactants are: [CH3:1][C:2]1[CH:6]=[CH:5][S:4][C:3]=1[C:7]([OH:9])=O.[I:10][C:11]1[CH:17]=[CH:16][C:14]([NH2:15])=[CH:13][CH:12]=1.C1C2C(=CC=CC=2)C=CC=1C(O)=O. Given the product [I:10][C:11]1[CH:17]=[CH:16][C:14]([NH:15][C:7]([C:3]2[S:4][CH:5]=[CH:6][C:2]=2[CH3:1])=[O:9])=[CH:13][CH:12]=1, predict the reactants needed to synthesize it. (2) Given the product [C:15]([O:14][C:12]([N:9]1[CH2:10][CH2:11][C:6]2([C:4](=[O:3])[N:22]([C:23]3[CH:28]=[CH:27][C:26]([Br:29])=[CH:25][C:24]=3[CH3:30])[CH2:21][CH2:20][CH2:19]2)[CH2:7][CH2:8]1)=[O:13])([CH3:16])([CH3:18])[CH3:17], predict the reactants needed to synthesize it. The reactants are: C([O:3][C:4]([C:6]1([CH2:19][CH2:20][CH2:21][NH:22][C:23]2[CH:28]=[CH:27][C:26]([Br:29])=[CH:25][C:24]=2[CH3:30])[CH2:11][CH2:10][N:9]([C:12]([O:14][C:15]([CH3:18])([CH3:17])[CH3:16])=[O:13])[CH2:8][CH2:7]1)=O)C.CC([O-])(C)C.[Na+]. (3) Given the product [OH:22][C:19]([CH3:20])([CH3:21])[C:18]([N:16]1[CH2:17][C@@H:13]2[C@@H:12]([CH3:25])[C@H:11]([NH:10][C:9]3[C:4]4[N:5]([CH:29]=[C:2]([C:36]5[CH:35]=[N:34][C:33]([C:32](=[O:48])[NH:31][CH3:30])=[CH:38][CH:37]=5)[CH:3]=4)[N:6]=[CH:7][C:8]=3[C:26]([NH2:28])=[O:27])[CH2:24][C@@H:14]2[CH2:15]1)=[O:23], predict the reactants needed to synthesize it. The reactants are: Br[C:2]1[CH:3]=[C:4]2[C:9]([NH:10][C@@H:11]3[CH2:24][C@@H:14]4[CH2:15][N:16]([C:18](=[O:23])[C:19]([OH:22])([CH3:21])[CH3:20])[CH2:17][C@@H:13]4[C@H:12]3[CH3:25])=[C:8]([C:26]([NH2:28])=[O:27])[CH:7]=[N:6][N:5]2[CH:29]=1.[CH3:30][NH:31][C:32](=[O:48])[C:33]1[CH:38]=[CH:37][C:36](B2OC(C)(C)C(C)(C)O2)=[CH:35][N:34]=1.[O-]P([O-])([O-])=O.[K+].[K+].[K+].